From a dataset of Catalyst prediction with 721,799 reactions and 888 catalyst types from USPTO. Predict which catalyst facilitates the given reaction. (1) Reactant: Br[C:2]1[N:7]=[C:6]([C:8]([O:10][CH3:11])=[O:9])[CH:5]=[CH:4][C:3]=1[F:12].[CH:13]#[C:14][CH2:15][CH2:16][CH3:17]. Product: [F:12][C:3]1[CH:4]=[CH:5][C:6]([C:8]([O:10][CH3:11])=[O:9])=[N:7][C:2]=1[C:13]#[C:14][CH2:15][CH2:16][CH3:17]. The catalyst class is: 471. (2) Product: [CH3:1][O:2][C:3](=[O:24])[CH:4]([C:11]1[CH:16]=[CH:15][C:14]([N:17]2[C:21]([CH3:22])=[N:20][N:19]=[N:18]2)=[C:13]([Cl:23])[CH:12]=1)[CH2:5][CH:6]1[CH2:7][CH2:8][CH2:9][CH2:10]1. The catalyst class is: 652. Reactant: [CH3:1][O:2][C:3](=[O:24])/[C:4](/[C:11]1[CH:16]=[CH:15][C:14]([N:17]2[C:21]([CH3:22])=[N:20][N:19]=[N:18]2)=[C:13]([Cl:23])[CH:12]=1)=[CH:5]/[CH:6]1[CH2:10][CH2:9][CH2:8][CH2:7]1.[BH4-].[Na+]. (3) Reactant: C(OC(=O)[NH:7][C:8]1[CH:13]=[C:12]([CH3:14])[C:11]([C:15]([F:18])([F:17])[F:16])=[CH:10][C:9]=1[NH:19][C:20](=[O:40])[CH2:21][C:22]([C:24]1[CH:29]=[CH:28][CH:27]=[C:26]([C:30]2[CH:35]=[C:34]([CH3:36])[N:33]=[C:32]([CH:37]3[CH2:39][CH2:38]3)[CH:31]=2)[CH:25]=1)=O)(C)(C)C.C(O)(C(F)(F)F)=O. Product: [CH:37]1([C:32]2[CH:31]=[C:30]([C:26]3[CH:25]=[C:24]([C:22]4[CH2:21][C:20](=[O:40])[NH:19][C:9]5[CH:10]=[C:11]([C:15]([F:16])([F:18])[F:17])[C:12]([CH3:14])=[CH:13][C:8]=5[N:7]=4)[CH:29]=[CH:28][CH:27]=3)[CH:35]=[C:34]([CH3:36])[N:33]=2)[CH2:38][CH2:39]1. The catalyst class is: 2. (4) Reactant: [F:1][C:2]1[CH:3]=[C:4]([C:9]2[N:13]3[C:14]([CH3:18])=[CH:15][CH:16]=[CH:17][C:12]3=[N:11][C:10]=2[CH:19]([NH2:21])[CH3:20])[CH:5]=[C:6]([F:8])[CH:7]=1.Br[C:23]1[N:31]=[CH:30][N:29]=[C:28]2[C:24]=1[N:25]=[CH:26][NH:27]2.C(N(CC)C(C)C)(C)C. Product: [F:1][C:2]1[CH:3]=[C:4]([C:9]2[N:13]3[C:14]([CH3:18])=[CH:15][CH:16]=[CH:17][C:12]3=[N:11][C:10]=2[CH:19]([NH:21][C:23]2[N:31]=[CH:30][N:29]=[C:28]3[C:24]=2[N:25]=[CH:26][NH:27]3)[CH3:20])[CH:5]=[C:6]([F:8])[CH:7]=1. The catalyst class is: 357. (5) Reactant: [CH2:1]([NH:4][S:5](Cl)(=[O:7])=[O:6])[CH2:2][CH3:3].[NH2:9][C:10]1[C:11]([F:21])=[C:12]([C:17]([F:20])=[CH:18][CH:19]=1)[C:13]([O:15][CH3:16])=[O:14]. Product: [F:21][C:11]1[C:10]([NH:9][S:5](=[O:7])(=[O:6])[NH:4][CH2:1][CH2:2][CH3:3])=[CH:19][CH:18]=[C:17]([F:20])[C:12]=1[C:13]([O:15][CH3:16])=[O:14]. The catalyst class is: 2. (6) Reactant: [NH2:1][C:2]1[CH:3]=[C:4]2[C:9](=[C:10]([CH2:12][N:13]([CH3:15])[CH3:14])[CH:11]=1)[N:8]=[CH:7][C:6]([C:16]#[N:17])=[C:5]2[NH:18][C:19]1[CH:24]=[CH:23][CH:22]=[C:21]([Br:25])[CH:20]=1.[CH:26](=O)[C:27]1[CH:32]=[CH:31][CH:30]=[N:29][CH:28]=1.[BH3-]C#N.[Na+]. Product: [Br:25][C:21]1[CH:20]=[C:19]([NH:18][C:5]2[C:4]3[C:9](=[C:10]([CH2:12][N:13]([CH3:14])[CH3:15])[CH:11]=[C:2]([NH:1][CH2:26][C:27]4[CH:28]=[N:29][CH:30]=[CH:31][CH:32]=4)[CH:3]=3)[N:8]=[CH:7][C:6]=2[C:16]#[N:17])[CH:24]=[CH:23][CH:22]=1. The catalyst class is: 14. (7) Product: [NH2:30][C:25]1[CH:26]=[CH:27][CH:28]=[CH:29][C:24]=1[NH:23][C:21](=[O:22])[C:20]1[CH:38]=[CH:39][C:17]([C:4]2[C:3]([C:1]#[N:2])=[CH:8][C:7]([CH2:9][O:10][CH2:11][CH2:12][NH:13][CH:14]([CH3:15])[CH3:16])=[CH:6][N:5]=2)=[CH:18][CH:19]=1. The catalyst class is: 12. Reactant: [C:1]([C:3]1[C:4]([C:17]2[CH:39]=[CH:38][C:20]([C:21]([NH:23][C:24]3[CH:29]=[CH:28][CH:27]=[CH:26][C:25]=3[NH:30]C(=O)OC(C)(C)C)=[O:22])=[CH:19][CH:18]=2)=[N:5][CH:6]=[C:7]([CH2:9][O:10][CH2:11][CH2:12][NH:13][CH:14]([CH3:16])[CH3:15])[CH:8]=1)#[N:2].Cl. (8) Reactant: FC(F)(F)S(O[CH:7]1[N:11]([CH3:12])[N:10]=[C:9]([CH3:13])[CH2:8]1)(=O)=O.[SH:16][CH2:17][CH:18]1[CH2:23][CH2:22][N:21]([C:24]([O:26][C:27]([CH3:30])([CH3:29])[CH3:28])=[O:25])[CH2:20][CH2:19]1.C(=O)([O-])[O-].[K+].[K+].CC1(C)C2C(=C(P(C3C=CC=CC=3)C3C=CC=CC=3)C=CC=2)OC2C(P(C3C=CC=CC=3)C3C=CC=CC=3)=CC=CC1=2. Product: [CH3:12][N:11]1[C:7]([S:16][CH2:17][CH:18]2[CH2:23][CH2:22][N:21]([C:24]([O:26][C:27]([CH3:30])([CH3:29])[CH3:28])=[O:25])[CH2:20][CH2:19]2)=[CH:8][C:9]([CH3:13])=[N:10]1. The catalyst class is: 62.